This data is from Reaction yield outcomes from USPTO patents with 853,638 reactions. The task is: Predict the reaction yield, written as a fraction of the theoretical maximum amount of product (1.0 means a 100% yield; for example, 0.34 means a 34% yield). (1) The reactants are C[O:2][C:3]1[N:4]=[N:5][C:6]([S:9]([N:12]2[CH:16]=[CH:15][CH:14]=[CH:13]2)(=[O:11])=[O:10])=[CH:7][CH:8]=1.Cl. The catalyst is O1CCOCC1. The product is [N:12]1([S:9]([C:6]2[CH:7]=[CH:8][C:3](=[O:2])[NH:4][N:5]=2)(=[O:11])=[O:10])[CH:16]=[CH:15][CH:14]=[CH:13]1. The yield is 0.690. (2) The reactants are Br[C:2]1[CH:3]=[C:4]([O:29][C:30]2[C:31]([CH2:36][CH3:37])=[N:32][CH:33]=[CH:34][CH:35]=2)[C:5]([NH:8][C:9]2[S:13][N:12]=[C:11]([CH:14]3[CH2:20][CH:19]4[N:21]([C:22]([O:24][C:25]([CH3:28])([CH3:27])[CH3:26])=[O:23])[CH:16]([CH2:17][CH2:18]4)[CH2:15]3)[N:10]=2)=[N:6][CH:7]=1.[SH:38][CH2:39][CH2:40][C:41]([O:43][CH3:44])=[O:42]. No catalyst specified. The product is [CH2:36]([C:31]1[C:30]([O:29][C:4]2[C:5]([NH:8][C:9]3[S:13][N:12]=[C:11]([CH:14]4[CH2:20][CH:19]5[N:21]([C:22]([O:24][C:25]([CH3:28])([CH3:27])[CH3:26])=[O:23])[CH:16]([CH2:17][CH2:18]5)[CH2:15]4)[N:10]=3)=[N:6][CH:7]=[C:2]([S:38][CH2:39][CH2:40][C:41]([O:43][CH3:44])=[O:42])[CH:3]=2)=[CH:35][CH:34]=[CH:33][N:32]=1)[CH3:37]. The yield is 0.898. (3) The reactants are [OH:1][C:2]1[CH:3]=[C:4]([CH2:9][C:10](=[O:14])[C:11]([OH:13])=[O:12])[CH:5]=[CH:6][C:7]=1[OH:8]. The catalyst is Cl. The product is [OH:1][C:2]1[CH:3]=[C:4]([CH2:9][CH:10]([OH:14])[C:11]([OH:13])=[O:12])[CH:5]=[CH:6][C:7]=1[OH:8]. The yield is 0.403. (4) The reactants are Br[C:2]1[CH:3]=[C:4]([C:9]2([C:20]3[CH:25]=[CH:24][N:23]=[CH:22][CH:21]=3)[C:17]3[C:12](=[C:13]([F:18])[CH:14]=[CH:15][CH:16]=3)[C:11]([NH2:19])=[N:10]2)[CH:5]=[CH:6][C:7]=1[F:8].[N:26]1[CH:31]=[C:30](B(O)O)[CH:29]=[N:28][CH:27]=1. No catalyst specified. The product is [F:18][C:13]1[CH:14]=[CH:15][CH:16]=[C:17]2[C:12]=1[C:11]([NH2:19])=[N:10][C:9]2([C:4]1[CH:5]=[CH:6][C:7]([F:8])=[C:2]([C:30]2[CH:31]=[N:26][CH:27]=[N:28][CH:29]=2)[CH:3]=1)[C:20]1[CH:21]=[CH:22][N:23]=[CH:24][CH:25]=1. The yield is 0.290. (5) The catalyst is CC[Mg+].[Br-]. The yield is 0.190. The product is [CH2:1]([C:3]([C:6]1[CH:7]=[C:8]([CH3:14])[C:9]([OH:13])=[C:10]([CH3:12])[CH:11]=1)([C:15]1[CH:20]=[CH:19][C:18](/[CH:21]=[CH:22]/[C:23]([CH2:30][CH3:31])([OH:26])[CH2:24][CH3:25])=[C:17]([CH3:27])[CH:16]=1)[CH2:4][CH3:5])[CH3:2]. The reactants are [CH2:1]([C:3]([C:15]1[CH:20]=[CH:19][C:18](/[CH:21]=[CH:22]/[C:23](=[O:26])[CH2:24][CH3:25])=[C:17]([CH3:27])[CH:16]=1)([C:6]1[CH:11]=[C:10]([CH3:12])[C:9]([OH:13])=[C:8]([CH3:14])[CH:7]=1)[CH2:4][CH3:5])[CH3:2].[NH4+].[Cl-].[CH2:30]1COC[CH2:31]1. (6) The reactants are CC(C[AlH]CC(C)C)C.C[O:11][C:12](=O)[CH:13]=[C:14]1[CH2:19][CH2:18][O:17][CH2:16][CH2:15]1. The catalyst is C(Cl)Cl. The product is [O:17]1[CH2:18][CH2:19][C:14](=[CH:13][CH2:12][OH:11])[CH2:15][CH2:16]1. The yield is 0.970. (7) The yield is 0.350. The reactants are [CH3:1][O:2][CH2:3][CH2:4][O:5][CH2:6][C:7]([C:10]1[CH:15]=[CH:14][C:13]([NH:16][C:17](=[O:19])[CH3:18])=[CH:12][C:11]=1[N+:20]([O-])=O)([CH3:9])[CH3:8]. The product is [NH2:20][C:11]1[CH:12]=[C:13]([NH:16][C:17](=[O:19])[CH3:18])[CH:14]=[CH:15][C:10]=1[C:7]([CH3:9])([CH3:8])[CH2:6][O:5][CH2:4][CH2:3][O:2][CH3:1]. The catalyst is CO.[Ni].